From a dataset of Full USPTO retrosynthesis dataset with 1.9M reactions from patents (1976-2016). Predict the reactants needed to synthesize the given product. (1) Given the product [F:26][C:5]1[S:1][C:2]([C:6]2[S:7][CH:8]=[CH:9][CH:10]=2)=[CH:3][CH:4]=1, predict the reactants needed to synthesize it. The reactants are: [S:1]1[CH:5]=[CH:4][CH:3]=[C:2]1[C:6]1[S:7][CH:8]=[CH:9][CH:10]=1.C([Li])CCC.C1C=CC(S(N(S(C2C=CC=CC=2)(=O)=O)[F:26])(=O)=O)=CC=1. (2) Given the product [CH3:1][O:14][C:13](=[O:15])[C:12]1[CH:16]=[CH:17][C:9]([Cl:8])=[N:10][C:11]=1[O:18][CH2:19][CH:20]([F:21])[F:22], predict the reactants needed to synthesize it. The reactants are: [CH3:1][Si](C=[N+]=[N-])(C)C.[Cl:8][C:9]1[CH:17]=[CH:16][C:12]([C:13]([OH:15])=[O:14])=[C:11]([O:18][CH2:19][CH:20]([F:22])[F:21])[N:10]=1. (3) The reactants are: [Br:1][C:2]1[C:3]([CH:10]=[N:11][S@:12]([C:14]([CH3:17])([CH3:16])[CH3:15])=[O:13])=[N:4][C:5]([S:8][CH3:9])=[N:6][CH:7]=1.[F:18][C:19]1[CH:20]=[C:21]([CH:25]=[C:26]([F:28])[CH:27]=1)[CH2:22][Mg]Br.[NH4+].[Cl-]. Given the product [Br:1][C:2]1[C:3]([C@@H:10]([NH:11][S@:12]([C:14]([CH3:17])([CH3:16])[CH3:15])=[O:13])[CH2:22][C:21]2[CH:20]=[C:19]([F:18])[CH:27]=[C:26]([F:28])[CH:25]=2)=[N:4][C:5]([S:8][CH3:9])=[N:6][CH:7]=1, predict the reactants needed to synthesize it.